From a dataset of Full USPTO retrosynthesis dataset with 1.9M reactions from patents (1976-2016). Predict the reactants needed to synthesize the given product. Given the product [ClH:31].[NH2:28][C:25]1[CH:26]=[CH:27][C:22]([NH:21][CH2:20][CH2:19][NH:18][C:16]([C:5]2[C:6]3[N:10]=[C:9]([C:11]4[S:12][CH:13]=[CH:14][CH:15]=4)[NH:8][C:7]=3[C:2]([OH:1])=[CH:3][CH:4]=2)=[O:17])=[N:23][CH:24]=1, predict the reactants needed to synthesize it. The reactants are: [OH:1][C:2]1[C:7]2[NH:8][C:9]([C:11]3[S:12][CH:13]=[CH:14][CH:15]=3)=[N:10][C:6]=2[C:5]([C:16]([NH:18][CH2:19][CH2:20][NH:21][C:22]2[CH:27]=[CH:26][C:25]([N+:28]([O-])=O)=[CH:24][N:23]=2)=[O:17])=[CH:4][CH:3]=1.[ClH:31].